From a dataset of Forward reaction prediction with 1.9M reactions from USPTO patents (1976-2016). Predict the product of the given reaction. (1) Given the reactants Br[C:2]1[CH:3]=[C:4]2[C:10]([C:11]3[CH:12]=[N:13][N:14]([CH2:16][C:17]4[CH:22]=[CH:21][CH:20]=[C:19]([F:23])[CH:18]=4)[CH:15]=3)=[CH:9][N:8]([S:24]([C:27]3[CH:33]=[CH:32][C:30]([CH3:31])=[CH:29][CH:28]=3)(=[O:26])=[O:25])[C:5]2=[N:6][CH:7]=1.[CH3:34][S:35]([NH:38][C:39]1[CH:44]=[C:43](B2OC(C)(C)C(C)(C)O2)[CH:42]=[CH:41][C:40]=1[N:54]1[CH2:59][CH2:58][N:57]([CH2:60][C:61]([NH2:63])=[O:62])[CH2:56][CH2:55]1)(=[O:37])=[O:36].C(=O)([O-])[O-].[Na+].[Na+], predict the reaction product. The product is: [F:23][C:19]1[CH:18]=[C:17]([CH:22]=[CH:21][CH:20]=1)[CH2:16][N:14]1[CH:15]=[C:11]([C:10]2[C:4]3[C:5](=[N:6][CH:7]=[C:2]([C:43]4[CH:42]=[CH:41][C:40]([N:54]5[CH2:55][CH2:56][N:57]([CH2:60][C:61]([NH2:63])=[O:62])[CH2:58][CH2:59]5)=[C:39]([NH:38][S:35]([CH3:34])(=[O:36])=[O:37])[CH:44]=4)[CH:3]=3)[N:8]([S:24]([C:27]3[CH:33]=[CH:32][C:30]([CH3:31])=[CH:29][CH:28]=3)(=[O:26])=[O:25])[CH:9]=2)[CH:12]=[N:13]1. (2) Given the reactants [Cl:1][C:2]1[CH:3]=[C:4]([CH:14]=[CH:15][C:16]=1[Cl:17])[CH2:5][N:6]1[CH2:11][CH2:10][O:9][CH:8]([CH2:12][NH2:13])[CH2:7]1.[C:18]1([CH2:24][C:25](O)=[O:26])[CH:23]=[CH:22][CH:21]=[CH:20][CH:19]=1, predict the reaction product. The product is: [Cl:1][C:2]1[CH:3]=[C:4]([CH:14]=[CH:15][C:16]=1[Cl:17])[CH2:5][N:6]1[CH2:11][CH2:10][O:9][CH:8]([CH2:12][NH:13][C:25](=[O:26])[CH2:24][C:18]2[CH:23]=[CH:22][CH:21]=[CH:20][CH:19]=2)[CH2:7]1. (3) Given the reactants [H][H].C([O:10][CH2:11][C:12]1([CH2:16][O:17][C:18]2[CH:23]=[CH:22][CH:21]=[CH:20][CH:19]=2)[CH2:15][CH2:14][CH2:13]1)C1C=CC=CC=1.C(O)(=O)C, predict the reaction product. The product is: [O:17]([CH2:16][C:12]1([CH2:11][OH:10])[CH2:15][CH2:14][CH2:13]1)[C:18]1[CH:23]=[CH:22][CH:21]=[CH:20][CH:19]=1. (4) Given the reactants [CH:1]1[C:13]2[NH:12][C:11]3[C:6](=[CH:7][CH:8]=[CH:9][CH:10]=3)[C:5]=2[C:4]([OH:14])=[CH:3][CH:2]=1.[Br:15]N1C(=O)CCC1=O, predict the reaction product. The product is: [Br:15][C:3]1[CH:2]=[CH:1][C:13]2[NH:12][C:11]3[C:6]([C:5]=2[C:4]=1[OH:14])=[CH:7][CH:8]=[CH:9][CH:10]=3.